Dataset: Catalyst prediction with 721,799 reactions and 888 catalyst types from USPTO. Task: Predict which catalyst facilitates the given reaction. (1) Reactant: [C:1]([O:4]CC(=O)CC)(=[O:3])[CH3:2].Br[CH2:11][C:12](=O)CC.[OH-].[K+].[F:18][C:19]1[CH:20]=[C:21]2[C:25](=[CH:26][CH:27]=1)[NH:24][C:23](=O)[C:22]2=[O:29]. Product: [CH2:11]([C:23]1[C:22]([OH:29])=[C:2]([C:1]([OH:4])=[O:3])[C:21]2[C:25](=[CH:26][CH:27]=[C:19]([F:18])[CH:20]=2)[N:24]=1)[CH3:12]. The catalyst class is: 88. (2) Reactant: [F:1][C:2]1[CH:7]=[CH:6][C:5]([NH:8]/[N:9]=[CH:10]/[CH:11]=O)=[CH:4][CH:3]=1.[C:13](OCC)(=[O:20])[CH2:14][C:15]([O:17][CH2:18][CH3:19])=[O:16].N1CCCCC1.CCOC(C)=O. Product: [F:1][C:2]1[CH:3]=[CH:4][C:5]([N:8]2[C:13](=[O:20])[C:14]([C:15]([O:17][CH2:18][CH3:19])=[O:16])=[CH:11][CH:10]=[N:9]2)=[CH:6][CH:7]=1. The catalyst class is: 14. (3) Reactant: [Br:1][C:2]1[CH:7]=[C:6]([F:8])[C:5]([F:9])=[CH:4][C:3]=1[CH2:10]Cl.C(=O)([O-])[O-].[Cs+].[Cs+].[CH3:18][NH:19][CH2:20][CH3:21]. Product: [Br:1][C:2]1[CH:7]=[C:6]([F:8])[C:5]([F:9])=[CH:4][C:3]=1[CH2:10][CH2:18][NH:19][CH2:20][CH3:21]. The catalyst class is: 10.